This data is from Full USPTO retrosynthesis dataset with 1.9M reactions from patents (1976-2016). The task is: Predict the reactants needed to synthesize the given product. (1) Given the product [F:16][C:9]([F:8])([F:15])[C:10](=[O:12])[CH2:18][C:17]([C:20]1[CH:30]=[CH:29][C:23]2[O:24][CH2:25][C:26](=[O:28])[NH:27][C:22]=2[C:21]=1[CH3:31])=[O:19], predict the reactants needed to synthesize it. The reactants are: [H-].[Na+].C1COCC1.[F:8][C:9]([F:16])([F:15])[C:10]([O:12]CC)=O.[C:17]([C:20]1[CH:30]=[CH:29][C:23]2[O:24][CH2:25][C:26](=[O:28])[NH:27][C:22]=2[C:21]=1[CH3:31])(=[O:19])[CH3:18]. (2) The reactants are: C(N(CCC)[C:5]1[CH:10]=[CH:9][C:8]([NH:11][C:12](=[O:27])[C:13]2[CH:18]=[CH:17][C:16]([CH2:19][NH:20][CH2:21][C:22]3[NH:23][CH:24]=[CH:25][N:26]=3)=[CH:15][CH:14]=2)=[CH:7][CH:6]=1)CC.[C:31]1([CH:41]=O)[C:40]2[C:35](=[CH:36][CH:37]=[CH:38][CH:39]=2)[CH:34]=[CH:33][N:32]=1.[C:43]([BH3-])#[N:44].[Na+].C(=O)(O)[O-].[Na+]. Given the product [CH2:6]([N:44]([CH2:43][C:5]1[CH:10]=[CH:9][C:8]([NH:11][C:12](=[O:27])[C:13]2[CH:14]=[CH:15][C:16]([CH2:19][N:20]([CH2:21][C:22]3[NH:26][CH:25]=[CH:24][N:23]=3)[CH2:41][C:31]3[C:40]4[C:35](=[CH:36][CH:37]=[CH:38][CH:39]=4)[CH:34]=[CH:33][N:32]=3)=[CH:17][CH:18]=2)=[CH:7][CH:6]=1)[CH2:7][CH2:8][CH3:9])[CH2:5][CH3:10], predict the reactants needed to synthesize it. (3) The reactants are: [C:1]([C:5]1[O:9][N:8]=[C:7]([NH:10][C:11]([NH:13][C:14]2[CH:19]=[CH:18][CH:17]=[C:16]([O:20][C:21]3[C:30]4[C:25](=[CH:26][C:27]([O:33][CH2:34][C@H:35]5[CH2:37][O:36]5)=[C:28]([O:31][CH3:32])[CH:29]=4)[N:24]=[CH:23][N:22]=3)[CH:15]=2)=[O:12])[CH:6]=1)([CH3:4])([CH3:3])[CH3:2].[CH3:38][N:39]1[CH2:44][CH2:43][NH:42][CH2:41][CH2:40]1. Given the product [C:1]([C:5]1[O:9][N:8]=[C:7]([NH:10][C:11]([NH:13][C:14]2[CH:19]=[CH:18][CH:17]=[C:16]([O:20][C:21]3[C:30]4[C:25](=[CH:26][C:27]([O:33][CH2:34][C@H:35]([OH:36])[CH2:37][N:42]5[CH2:43][CH2:44][N:39]([CH3:38])[CH2:40][CH2:41]5)=[C:28]([O:31][CH3:32])[CH:29]=4)[N:24]=[CH:23][N:22]=3)[CH:15]=2)=[O:12])[CH:6]=1)([CH3:3])([CH3:2])[CH3:4], predict the reactants needed to synthesize it. (4) Given the product [CH3:1][C:2]1([CH3:16])[C:11]2[C:6](=[CH:7][C:8]([NH2:12])=[CH:9][CH:10]=2)[O:5][CH2:4][CH2:3]1, predict the reactants needed to synthesize it. The reactants are: [CH3:1][C:2]1([CH3:16])[C:11]2[C:6](=[CH:7][C:8]([NH:12]C(=O)C)=[CH:9][CH:10]=2)[O:5][CH2:4][CH2:3]1.[OH-].[Na+]. (5) Given the product [NH2:25][C:22]1[CH:21]=[CH:20][C:19]([C:16]2[CH2:17][CH2:18][N:14]([C:12](=[O:13])[CH2:11][C:5]3[CH:6]=[CH:7][C:8]([O:9][CH3:10])=[C:3]([O:2][CH3:1])[CH:4]=3)[N:15]=2)=[CH:24][CH:23]=1, predict the reactants needed to synthesize it. The reactants are: [CH3:1][O:2][C:3]1[CH:4]=[C:5]([CH2:11][C:12]([N:14]2[CH2:18][CH2:17][C:16]([C:19]3[CH:24]=[CH:23][C:22]([N+:25]([O-])=O)=[CH:21][CH:20]=3)=[N:15]2)=[O:13])[CH:6]=[CH:7][C:8]=1[O:9][CH3:10]. (6) Given the product [C:9]([NH:6][C@@H:5]([CH3:7])[C:4]([O:3][CH3:2])=[O:8])(=[O:31])[CH2:10][CH2:11]/[CH:12]=[CH:13]\[CH2:14]/[CH:15]=[CH:16]\[CH2:17]/[CH:18]=[CH:19]\[CH2:20]/[CH:21]=[CH:22]\[CH2:23]/[CH:24]=[CH:25]\[CH2:26]/[CH:27]=[CH:28]\[CH2:29][CH3:30], predict the reactants needed to synthesize it. The reactants are: Cl.[CH3:2][O:3][C:4](=[O:8])[C@H:5]([CH3:7])[NH2:6].[C:9](O)(=[O:31])[CH2:10][CH2:11]/[CH:12]=[CH:13]\[CH2:14]/[CH:15]=[CH:16]\[CH2:17]/[CH:18]=[CH:19]\[CH2:20]/[CH:21]=[CH:22]\[CH2:23]/[CH:24]=[CH:25]\[CH2:26]/[CH:27]=[CH:28]\[CH2:29][CH3:30].CCN=C=NCCCN(C)C.CCN(C(C)C)C(C)C. (7) Given the product [OH:17][C:18]1[C:9]([O:8][CH3:7])=[CH:10][C:11]([N:21]2[CH2:25][CH2:24][CH2:23][C:22]2=[O:26])=[CH:12][C:13]=1[CH2:14][OH:15], predict the reactants needed to synthesize it. The reactants are: Cl.C1COCC1.[CH3:7][O:8][C:9]1[C:18]2[O:17]C(C)(C)[O:15][CH2:14][C:13]=2[CH:12]=[C:11]([N:21]2[CH2:25][CH2:24][CH2:23][C:22]2=[O:26])[CH:10]=1. (8) The reactants are: [OH:1][CH2:2][C:3]#[C:4][CH2:5][CH2:6][CH2:7][CH3:8].[OH:9][CH2:10][CH2:11][C:12]#[C:13][CH2:14][CH2:15][CH3:16].[OH:17][CH2:18][CH2:19][CH2:20][CH2:21][CH2:22][C:23]#[CH:24].O=O. Given the product [OH:1][CH2:2][CH2:3][CH2:4][CH2:5][CH2:6][C:7]#[CH:8].[OH:9][CH2:10][CH2:11][CH2:12][CH2:13][CH2:14][C:15]#[C:16][C:24]#[C:23][CH2:22][CH2:21][CH2:20][CH2:19][CH2:18][OH:17], predict the reactants needed to synthesize it. (9) The reactants are: [C:1]([N:5]1[C:15](=[O:16])[C:14]2[C:9](=[CH:10][CH:11]=[CH:12][C:13]=2[OH:17])[S:6]1(=[O:8])=[O:7])([CH3:4])([CH3:3])[CH3:2].C([O-])([O-])=O.[K+].[K+].Cl[CH:25]([F:27])[F:26]. Given the product [C:1]([N:5]1[C:15](=[O:16])[C:14]2[C:9](=[CH:10][CH:11]=[CH:12][C:13]=2[O:17][CH:25]([F:27])[F:26])[S:6]1(=[O:8])=[O:7])([CH3:4])([CH3:2])[CH3:3], predict the reactants needed to synthesize it.